This data is from Full USPTO retrosynthesis dataset with 1.9M reactions from patents (1976-2016). The task is: Predict the reactants needed to synthesize the given product. (1) Given the product [Cl:19][C:20]1[CH:28]=[CH:27][C:26]([N:29]2[C:34](=[O:35])[NH:33][C:32](=[O:36])[CH:31]=[N:30]2)=[CH:25][C:21]=1[C:22]([NH:5][CH2:4][CH:3]([CH2:1][CH3:2])[CH2:6][CH2:7][CH2:8][CH3:9])=[O:23], predict the reactants needed to synthesize it. The reactants are: [CH2:1]([CH:3]([CH2:6][CH2:7][CH2:8][CH3:9])[CH2:4][NH2:5])[CH3:2].C(N(C(C)C)CC)(C)C.[Cl:19][C:20]1[CH:28]=[CH:27][C:26]([N:29]2[C:34](=[O:35])[NH:33][C:32](=[O:36])[CH:31]=[N:30]2)=[CH:25][C:21]=1[C:22](Cl)=[O:23].CC[NH+](CC)CC.CC[NH+](CC)CC.C([O-])([O-])=O. (2) Given the product [C:1]([O:5][C:6](=[O:22])[NH:7][C:8]1[CH:13]=[CH:12][C:11]([O:14][C:15]([F:18])([F:17])[F:16])=[CH:10][C:9]=1[NH2:19])([CH3:4])([CH3:2])[CH3:3], predict the reactants needed to synthesize it. The reactants are: [C:1]([O:5][C:6](=[O:22])[NH:7][C:8]1[CH:13]=[CH:12][C:11]([O:14][C:15]([F:18])([F:17])[F:16])=[CH:10][C:9]=1[N+:19]([O-])=O)([CH3:4])([CH3:3])[CH3:2]. (3) Given the product [CH2:1]([C:3]1[CH:8]=[CH:7][C:6]([CH:9]2[CH2:10][CH:11]([C:24]3[O:36][N:35]=[C:34]([C:29]4[CH:30]=[CH:31][CH:32]=[CH:33][C:28]=4[F:27])[N:37]=3)[CH2:12][N:13]([C:15]([N:17]3[CH2:18][CH2:19][CH:20]([OH:23])[CH2:21][CH2:22]3)=[O:16])[CH2:14]2)=[CH:5][CH:4]=1)[CH3:2], predict the reactants needed to synthesize it. The reactants are: [CH2:1]([C:3]1[CH:8]=[CH:7][C:6]([CH:9]2[CH2:14][N:13]([C:15]([N:17]3[CH2:22][CH2:21][CH:20]([OH:23])[CH2:19][CH2:18]3)=[O:16])[CH2:12][CH:11]([C:24](O)=O)[CH2:10]2)=[CH:5][CH:4]=1)[CH3:2].[F:27][C:28]1[CH:33]=[CH:32][CH:31]=[CH:30][C:29]=1[C:34](=[NH:37])[NH:35][OH:36]. (4) Given the product [N-:34]=[C:35]=[O:36].[NH2:34][C:35]([O:5][CH2:4][CH3:3])=[O:36], predict the reactants needed to synthesize it. The reactants are: C(O)C[CH2:3][CH2:4][OH:5].C(C(CO)(CO)CC)O.C(C(CO)(C)C(O)=O)O.CC1(C)CC(C[N:34]=[C:35]=[O:36])(C)CC(N=C=O)C1. (5) Given the product [Cl:41][C:17]1[CH:16]=[C:15]([CH2:42][N:8]2[CH2:13][CH2:12][CH2:11][CH2:10][CH2:9]2)[CH:40]=[CH:39][C:18]=1[C:19]([N:21]1[CH2:26][CH2:25][C:24]([CH2:28][N:29]2[C:34](=[O:35])[C:33]3=[CH:36][CH:37]=[CH:38][N:32]3[N:31]=[CH:30]2)([OH:27])[CH2:23][CH2:22]1)=[O:20], predict the reactants needed to synthesize it. The reactants are: BrC[B-](F)(F)F.[K+].[NH:8]1[CH2:13][CH2:12][CH2:11][CH2:10][CH2:9]1.Br[C:15]1[CH:40]=[CH:39][C:18]([C:19]([N:21]2[CH2:26][CH2:25][C:24]([CH2:28][N:29]3[C:34](=[O:35])[C:33]4=[CH:36][CH:37]=[CH:38][N:32]4[N:31]=[CH:30]3)([OH:27])[CH2:23][CH2:22]2)=[O:20])=[C:17]([Cl:41])[CH:16]=1.[C:42](=O)([O-])[O-].[Cs+].[Cs+].C1(P(C2CCCCC2)C2C(OC)=CC=C(OC)C=2C2C(C(C)C)=CC(C(C)C)=CC=2C(C)C)CCCCC1. (6) Given the product [Br:19][C:15]1[N:14]=[C:13]([C:29]#[N:30])[CH:18]=[CH:17][CH:16]=1, predict the reactants needed to synthesize it. The reactants are: C([Mg]Cl)CCC.C([Li])CCC.Br[C:13]1[CH:18]=[CH:17][CH:16]=[C:15]([Br:19])[N:14]=1.C1(C)C=CC(S([C:29]#[N:30])(=O)=O)=CC=1. (7) Given the product [C:1]([NH:4][C:5]([CH2:16][CH2:17][C:18]1[CH:23]=[CH:22][C:21]([O:24][C:25]2[CH:30]=[CH:29][C:28]([C:31]3[NH:42][C:34]([CH3:35])=[CH:33][CH:32]=3)=[CH:27][CH:26]=2)=[CH:20][CH:19]=1)([C:6]([O:8][CH2:9][CH3:10])=[O:7])[C:11]([O:13][CH2:14][CH3:15])=[O:12])(=[O:3])[CH3:2], predict the reactants needed to synthesize it. The reactants are: [C:1]([NH:4][C:5]([CH2:16][CH2:17][C:18]1[CH:23]=[CH:22][C:21]([O:24][C:25]2[CH:30]=[CH:29][C:28]([C:31](=O)[CH2:32][CH2:33][C:34](=O)[CH3:35])=[CH:27][CH:26]=2)=[CH:20][CH:19]=1)([C:11]([O:13][CH2:14][CH3:15])=[O:12])[C:6]([O:8][CH2:9][CH3:10])=[O:7])(=[O:3])[CH3:2].C([O-])(=O)C.[NH4+:42]. (8) Given the product [CH3:8][S:7][C:4]1[N:3]=[C:2]([N:13]2[CH2:14][CH2:15][CH2:16][CH:11]([C:10]([F:18])([F:17])[F:9])[CH2:12]2)[S:6][N:5]=1, predict the reactants needed to synthesize it. The reactants are: Cl[C:2]1[S:6][N:5]=[C:4]([S:7][CH3:8])[N:3]=1.[F:9][C:10]([F:18])([F:17])[CH:11]1[CH2:16][CH2:15][CH2:14][NH:13][CH2:12]1.C(N(CC)CC)C. (9) Given the product [C:8]12([C:18]3[CH:19]=[C:20]([C:44]4[CH:45]=[CH:46][C:47]([CH:50]=[CH:51][C:52]([OH:54])=[O:53])=[CH:48][CH:49]=4)[CH:21]=[CH:22][C:23]=3[O:24][C:25](=[O:43])[CH2:26][CH2:27][CH2:28][CH2:29][CH2:30][CH2:31][CH2:32]/[CH:33]=[CH:34]/[CH2:35][CH:36]=[CH:37][CH2:38][CH2:39][CH2:40][CH2:41][CH3:42])[CH2:9][CH:10]3[CH2:11][CH:12]([CH2:13][CH:14]([CH2:16]3)[CH2:15]1)[CH2:17]2, predict the reactants needed to synthesize it. The reactants are: C(O)(C(F)(F)F)=O.[C:8]12([C:18]3[CH:19]=[C:20]([C:44]4[CH:49]=[CH:48][C:47](/[CH:50]=[CH:51]/[C:52]([O:54]C(C)(C)C)=[O:53])=[CH:46][CH:45]=4)[CH:21]=[CH:22][C:23]=3[O:24][C:25](=[O:43])[CH2:26][CH2:27][CH2:28][CH2:29][CH2:30][CH2:31][CH2:32][CH:33]=[CH:34][CH2:35][CH:36]=[CH:37][CH2:38][CH2:39][CH2:40][CH2:41][CH3:42])[CH2:17][CH:12]3[CH2:13][CH:14]([CH2:16][CH:10]([CH2:11]3)[CH2:9]1)[CH2:15]2.